From a dataset of NCI-60 drug combinations with 297,098 pairs across 59 cell lines. Regression. Given two drug SMILES strings and cell line genomic features, predict the synergy score measuring deviation from expected non-interaction effect. (1) Drug 1: CC1=C(C=C(C=C1)NC2=NC=CC(=N2)N(C)C3=CC4=NN(C(=C4C=C3)C)C)S(=O)(=O)N.Cl. Drug 2: CC1C(C(CC(O1)OC2CC(CC3=C2C(=C4C(=C3O)C(=O)C5=C(C4=O)C(=CC=C5)OC)O)(C(=O)CO)O)N)O.Cl. Cell line: 786-0. Synergy scores: CSS=57.8, Synergy_ZIP=4.40, Synergy_Bliss=1.86, Synergy_Loewe=4.63, Synergy_HSA=6.00. (2) Drug 1: C1=CC=C(C=C1)NC(=O)CCCCCCC(=O)NO. Drug 2: CC1CCCC2(C(O2)CC(NC(=O)CC(C(C(=O)C(C1O)C)(C)C)O)C(=CC3=CSC(=N3)C)C)C. Cell line: SK-MEL-2. Synergy scores: CSS=82.6, Synergy_ZIP=6.36, Synergy_Bliss=4.58, Synergy_Loewe=5.94, Synergy_HSA=8.24. (3) Drug 1: C1=CC(=CC=C1CCCC(=O)O)N(CCCl)CCCl. Drug 2: CCC1(C2=C(COC1=O)C(=O)N3CC4=CC5=C(C=CC(=C5CN(C)C)O)N=C4C3=C2)O.Cl. Cell line: K-562. Synergy scores: CSS=25.8, Synergy_ZIP=-12.4, Synergy_Bliss=-4.63, Synergy_Loewe=-7.01, Synergy_HSA=-3.48. (4) Drug 1: C1=NC2=C(N1)C(=S)N=C(N2)N. Drug 2: CC1=C(C(CCC1)(C)C)C=CC(=CC=CC(=CC(=O)O)C)C. Cell line: HCT116. Synergy scores: CSS=37.8, Synergy_ZIP=0.321, Synergy_Bliss=-1.84, Synergy_Loewe=-12.4, Synergy_HSA=-1.52. (5) Drug 1: CC(CN1CC(=O)NC(=O)C1)N2CC(=O)NC(=O)C2. Drug 2: CN(C)N=NC1=C(NC=N1)C(=O)N. Cell line: SK-MEL-28. Synergy scores: CSS=10.3, Synergy_ZIP=-2.57, Synergy_Bliss=1.83, Synergy_Loewe=-4.64, Synergy_HSA=0.581. (6) Drug 1: CC(CN1CC(=O)NC(=O)C1)N2CC(=O)NC(=O)C2. Drug 2: CC12CCC3C(C1CCC2OP(=O)(O)O)CCC4=C3C=CC(=C4)OC(=O)N(CCCl)CCCl.[Na+]. Cell line: OVCAR-4. Synergy scores: CSS=10.6, Synergy_ZIP=-3.27, Synergy_Bliss=-0.748, Synergy_Loewe=-2.05, Synergy_HSA=-0.642. (7) Drug 1: C1CCC(C1)C(CC#N)N2C=C(C=N2)C3=C4C=CNC4=NC=N3. Drug 2: CC12CCC3C(C1CCC2O)C(CC4=C3C=CC(=C4)O)CCCCCCCCCS(=O)CCCC(C(F)(F)F)(F)F. Cell line: PC-3. Synergy scores: CSS=-3.73, Synergy_ZIP=0.655, Synergy_Bliss=-0.432, Synergy_Loewe=-1.45, Synergy_HSA=-2.09.